Dataset: Forward reaction prediction with 1.9M reactions from USPTO patents (1976-2016). Task: Predict the product of the given reaction. Given the reactants [CH3:1][C:2]1[CH:7]=[C:6]([CH3:8])[N:5]=[C:4]([N:9]2[C:17](=[O:18])[C:16]3[C:11](=[CH:12][CH:13]=[CH:14][CH:15]=3)[C:10]2=[O:19])[CH:3]=1.[Cl:20]N1C(=O)CCC1=O.C(OOC(=O)C1C=CC=CC=1)(=O)C1C=CC=CC=1, predict the reaction product. The product is: [Cl:20][CH2:1][C:2]1[CH:7]=[C:6]([CH3:8])[N:5]=[C:4]([N:9]2[C:17](=[O:18])[C:16]3[C:11](=[CH:12][CH:13]=[CH:14][CH:15]=3)[C:10]2=[O:19])[CH:3]=1.